From a dataset of Catalyst prediction with 721,799 reactions and 888 catalyst types from USPTO. Predict which catalyst facilitates the given reaction. (1) Reactant: [Br:1][C:2]1[CH:3]=[CH:4][C:5]([O:15][C:16]2[C:17]([F:23])=[N:18][C:19]([Cl:22])=[CH:20][CH:21]=2)=[C:6]([CH:14]=1)[C:7](N(CC)CC)=[O:8].C([N-]C(C)C)(C)C.[Li+].CCCCCCC.C1COCC1.C(C1C=CC=CC=1)C. Product: [Br:1][C:2]1[CH:14]=[C:6]2[C:5](=[CH:4][CH:3]=1)[O:15][C:16]1[C:17]([F:23])=[N:18][C:19]([Cl:22])=[CH:20][C:21]=1[C:7]2=[O:8]. The catalyst class is: 1. (2) Reactant: [OH-].[Na+].[CH3:3][C:4]1[CH:9]=[C:8]([CH2:10][C:11]#[N:12])[CH:7]=[CH:6][N:5]=1.Br[CH2:14][CH2:15]Cl.Cl. Product: [CH3:3][C:4]1[CH:9]=[C:8]([C:10]2([C:11]#[N:12])[CH2:15][CH2:14]2)[CH:7]=[CH:6][N:5]=1. The catalyst class is: 572. (3) Reactant: [OH:1][C:2]1[C:10]([O:11][CH3:12])=[CH:9][C:8]([I:13])=[C:7]2[C:3]=1[CH2:4][NH:5][C:6]2=[O:14].C(N(CC)CC)C.[S:22]1[CH:26]=[CH:25][C:24]([S:27](Cl)(=[O:29])=[O:28])=[CH:23]1. Product: [S:22]1[CH:26]=[CH:25][C:24]([S:27]([O:1][C:2]2[C:10]([O:11][CH3:12])=[CH:9][C:8]([I:13])=[C:7]3[C:3]=2[CH2:4][NH:5][C:6]3=[O:14])(=[O:29])=[O:28])=[CH:23]1. The catalyst class is: 10. (4) Product: [CH2:46]([N:23]([C@@H:21]1[CH2:22][CH2:17][CH2:18][CH:19]([C:70]([O:72][C:73]([CH3:76])([CH3:75])[CH3:74])=[O:71])[CH2:20]1)[C:11](=[O:13])[C@H:10]([NH:9][C:4]1[CH:5]=[C:6]([F:8])[CH:7]=[C:2]([Cl:1])[CH:3]=1)[CH2:14][CH:15]=[CH2:16])[CH:41]=[CH2:42]. The catalyst class is: 3. Reactant: [Cl:1][C:2]1[CH:3]=[C:4]([NH:9][C@H:10]([CH2:14][CH:15]=[CH2:16])[C:11]([OH:13])=O)[CH:5]=[C:6]([F:8])[CH:7]=1.[CH:17]1[CH:18]=[CH:19][C:20]2N(O)N=[N:23][C:21]=2[CH:22]=1.F[P-](F)(F)(F)(F)F.C[N+](C)=C(N(C)C)ON1[C:42]2N=CC=[CH:46][C:41]=2N=N1.CCN(C(C)C)C(C)C.C(N[C@@H]1CCCN([C:70]([O:72][C:73]([CH3:76])([CH3:75])[CH3:74])=[O:71])C1)C=C. (5) Reactant: Cl[C:2]1[C:7]([N+:8]([O-:10])=[O:9])=[CH:6][C:5]([N+:11]([O-:13])=[O:12])=[CH:4][N:3]=1.[CH3:14][CH:15]1[CH2:20][CH2:19][CH2:18][CH2:17][NH:16]1. Product: [CH3:14][CH:15]1[CH2:20][CH2:19][CH2:18][CH2:17][N:16]1[C:2]1[C:7]([N+:8]([O-:10])=[O:9])=[CH:6][C:5]([N+:11]([O-:13])=[O:12])=[CH:4][N:3]=1. The catalyst class is: 1.